From a dataset of NCI-60 drug combinations with 297,098 pairs across 59 cell lines. Regression. Given two drug SMILES strings and cell line genomic features, predict the synergy score measuring deviation from expected non-interaction effect. (1) Drug 1: C1CN(CCN1C(=O)CCBr)C(=O)CCBr. Drug 2: N.N.Cl[Pt+2]Cl. Cell line: HS 578T. Synergy scores: CSS=22.9, Synergy_ZIP=-3.20, Synergy_Bliss=-0.337, Synergy_Loewe=2.09, Synergy_HSA=3.09. (2) Drug 1: COC1=C(C=C2C(=C1)N=CN=C2NC3=CC(=C(C=C3)F)Cl)OCCCN4CCOCC4. Drug 2: C1CN(CCN1C(=O)CCBr)C(=O)CCBr. Cell line: SW-620. Synergy scores: CSS=33.1, Synergy_ZIP=-2.09, Synergy_Bliss=3.46, Synergy_Loewe=-4.73, Synergy_HSA=2.95. (3) Drug 1: CN(C(=O)NC(C=O)C(C(C(CO)O)O)O)N=O. Drug 2: C1CN(P(=O)(OC1)NCCCl)CCCl. Cell line: OVCAR3. Synergy scores: CSS=-26.4, Synergy_ZIP=12.8, Synergy_Bliss=-7.59, Synergy_Loewe=-33.7, Synergy_HSA=-35.2. (4) Drug 1: CC(C)(C#N)C1=CC(=CC(=C1)CN2C=NC=N2)C(C)(C)C#N. Drug 2: CC1CCC2CC(C(=CC=CC=CC(CC(C(=O)C(C(C(=CC(C(=O)CC(OC(=O)C3CCCCN3C(=O)C(=O)C1(O2)O)C(C)CC4CCC(C(C4)OC)O)C)C)O)OC)C)C)C)OC. Cell line: OVCAR3. Synergy scores: CSS=-5.94, Synergy_ZIP=4.95, Synergy_Bliss=5.23, Synergy_Loewe=-7.47, Synergy_HSA=-6.30. (5) Drug 1: C1=CC=C(C(=C1)C(C2=CC=C(C=C2)Cl)C(Cl)Cl)Cl. Drug 2: CC(C)(C#N)C1=CC(=CC(=C1)CN2C=NC=N2)C(C)(C)C#N. Cell line: M14. Synergy scores: CSS=-6.56, Synergy_ZIP=8.61, Synergy_Bliss=10.7, Synergy_Loewe=1.87, Synergy_HSA=0.650.